Dataset: Forward reaction prediction with 1.9M reactions from USPTO patents (1976-2016). Task: Predict the product of the given reaction. (1) Given the reactants C([O-])([O-])=O.[Cs+].[Cs+].I[C:8]1[CH:13]=[CH:12][CH:11]=[CH:10][CH:9]=1.[CH3:14][O:15][C:16](=[O:25])[C:17]1[CH:22]=[C:21]([NH2:23])[CH:20]=[CH:19][C:18]=1[Cl:24], predict the reaction product. The product is: [CH3:14][O:15][C:16](=[O:25])[C:17]1[CH:22]=[C:21]([NH:23][C:8]2[CH:13]=[CH:12][CH:11]=[CH:10][CH:9]=2)[CH:20]=[CH:19][C:18]=1[Cl:24]. (2) Given the reactants Cl[C:2]1[CH:7]=[C:6]([C:8]2[CH:13]=[C:12]([Br:14])[CH:11]=[CH:10][C:9]=2[O:15][CH3:16])[N:5]=[C:4]([NH2:17])[N:3]=1.[F:18][C:19]([F:28])([F:27])[C:20]1[CH:25]=[CH:24][C:23]([NH2:26])=[CH:22][CH:21]=1, predict the reaction product. The product is: [Br:14][C:12]1[CH:11]=[CH:10][C:9]([O:15][CH3:16])=[C:8]([C:6]2[N:5]=[C:4]([NH2:17])[N:3]=[C:2]([NH:26][C:23]3[CH:24]=[CH:25][C:20]([C:19]([F:18])([F:27])[F:28])=[CH:21][CH:22]=3)[CH:7]=2)[CH:13]=1. (3) Given the reactants [NH2:1][CH2:2][CH2:3][CH2:4][CH2:5][N:6]1[C:18]2[C:17]3[CH:16]=[CH:15][CH:14]=[CH:13][C:12]=3[N:11]=[C:10]([NH2:19])[C:9]=2[N:8]=[C:7]1[CH3:20].[C:21]1([S:27](Cl)(=[O:29])=[O:28])[CH:26]=[CH:25][CH:24]=[CH:23][CH:22]=1, predict the reaction product. The product is: [NH2:19][C:10]1[C:9]2[N:8]=[C:7]([CH3:20])[N:6]([CH2:5][CH2:4][CH2:3][CH2:2][NH:1][S:27]([C:21]3[CH:26]=[CH:25][CH:24]=[CH:23][CH:22]=3)(=[O:29])=[O:28])[C:18]=2[C:17]2[CH:16]=[CH:15][CH:14]=[CH:13][C:12]=2[N:11]=1. (4) Given the reactants FC(F)(F)S(O[C:7]1[CH2:12][CH2:11][CH2:10][CH2:9][C:8]=1[C:13]([O:15][CH2:16][CH3:17])=[O:14])(=O)=O.[Cl:20][C:21]1[CH:26]=[CH:25][C:24](B(O)O)=[CH:23][CH:22]=1.C([O-])([O-])=O.[Na+].[Na+].CCOCC, predict the reaction product. The product is: [Cl:20][C:21]1[CH:26]=[CH:25][C:24]([C:7]2[CH2:12][CH2:11][CH2:10][CH2:9][C:8]=2[C:13]([O:15][CH2:16][CH3:17])=[O:14])=[CH:23][CH:22]=1. (5) Given the reactants [BH4-].[Na+].[CH2:3]([O:10][CH2:11][CH:12]1[O:16][C:15](=[O:17])[CH2:14][CH2:13]1)[C:4]1[CH:9]=[CH:8][CH:7]=[CH:6][CH:5]=1.[Cl-].[Ca+2].[Cl-].Cl, predict the reaction product. The product is: [CH2:3]([O:10][CH2:11][CH:12]([OH:16])[CH2:13][CH2:14][CH2:15][OH:17])[C:4]1[CH:9]=[CH:8][CH:7]=[CH:6][CH:5]=1. (6) Given the reactants C(OC([N:8]1[C:16]2[C:11](=[CH:12][CH:13]=[CH:14][CH:15]=2)[C:10]([CH:17]([CH3:20])[C:18]#[N:19])=[CH:9]1)=O)(C)(C)C.C(O)(C(F)(F)F)=O, predict the reaction product. The product is: [NH:8]1[C:16]2[C:11](=[CH:12][CH:13]=[CH:14][CH:15]=2)[C:10]([CH:17]([CH3:20])[C:18]#[N:19])=[CH:9]1. (7) Given the reactants [N:1]1([CH:7]2[CH2:12][CH2:11][N:10]([CH2:13][CH:14]([C:16]3[CH:21]=[CH:20][CH:19]=[CH:18][CH:17]=3)O)[CH2:9][CH2:8]2)[CH2:6][CH2:5][CH2:4][CH2:3][CH2:2]1.CS(Cl)(=O)=O.[CH2:27]([N:31]1[CH2:36][CH2:35][NH:34][CH2:33][CH2:32]1)[CH2:28][CH2:29][CH3:30], predict the reaction product. The product is: [CH2:27]([N:31]1[CH2:36][CH2:35][N:34]([CH:14]([C:16]2[CH:21]=[CH:20][CH:19]=[CH:18][CH:17]=2)[CH2:13][N:10]2[CH2:11][CH2:12][CH:7]([N:1]3[CH2:6][CH2:5][CH2:4][CH2:3][CH2:2]3)[CH2:8][CH2:9]2)[CH2:33][CH2:32]1)[CH2:28][CH2:29][CH3:30].